From a dataset of Reaction yield outcomes from USPTO patents with 853,638 reactions. Predict the reaction yield, written as a fraction of the theoretical maximum amount of product (1.0 means a 100% yield; for example, 0.34 means a 34% yield). (1) The reactants are [CH3:1][C:2]([CH3:5])([O-])[CH3:3].[K+].C1(P([CH2:26][C:27]2[CH:32]=[CH:31][CH:30]=[CH:29][N:28]=2)(C2C=CC=CC=2)C2C=CC=CC=2)C=CC=CC=1.C(C1C=CC([C:41]2[C:42]3[N:43]([N:47]=[C:48]([NH:50][C:51]([CH:53]4[CH2:55][CH2:54]4)=[O:52])[N:49]=3)[CH:44]=[CH:45][CH:46]=2)=CC=1)=O.[CH2:56]1[CH2:60]OC[CH2:57]1. No catalyst specified. The product is [N:28]1[CH:29]=[CH:30][CH:31]=[CH:32][C:27]=1[CH2:26][CH2:1][C:2]1[CH:5]=[CH:60][C:56]([C:44]2[N:43]3[N:47]=[C:48]([NH:50][C:51]([CH:53]4[CH2:54][CH2:55]4)=[O:52])[N:49]=[C:42]3[CH:41]=[CH:46][CH:45]=2)=[CH:57][CH:3]=1. The yield is 0.690. (2) The reactants are Br[C:2]1[CH:3]=[C:4]([NH:10][C:11]2[N:12]=[C:13]([CH3:17])[N:14]([CH3:16])[CH:15]=2)[C:5](=[O:9])[N:6]([CH3:8])[CH:7]=1.[C:18]([O:21][CH2:22][C:23]1[C:24]([N:38]2[CH2:49][CH2:48][N:47]3[C:40](=[CH:41][C:42]4[CH2:43][C:44]([CH3:51])([CH3:50])[CH2:45][C:46]=43)[C:39]2=[O:52])=[N:25][CH:26]=[CH:27][C:28]=1B1OC(C)(C)C(C)(C)O1)(=[O:20])[CH3:19].C([O-])(=O)C.[Na+]. The catalyst is O.C1C=CC(P(C2C=CC=CC=2)[C-]2C=CC=C2)=CC=1.C1C=CC(P(C2C=CC=CC=2)[C-]2C=CC=C2)=CC=1.Cl[Pd]Cl.[Fe+2].C(#N)C. The product is [C:18]([O:21][CH2:22][C:23]1[C:24]([N:38]2[CH2:49][CH2:48][N:47]3[C:40](=[CH:41][C:42]4[CH2:43][C:44]([CH3:51])([CH3:50])[CH2:45][C:46]=43)[C:39]2=[O:52])=[N:25][CH:26]=[CH:27][C:28]=1[C:2]1[CH:3]=[C:4]([NH:10][C:11]2[N:12]=[C:13]([CH3:17])[N:14]([CH3:16])[CH:15]=2)[C:5](=[O:9])[N:6]([CH3:8])[CH:7]=1)(=[O:20])[CH3:19]. The yield is 0.500. (3) The reactants are [Cl:1][C:2]1[N:7]=[C:6]([C:8]2[S:12][C:11]([CH:13]([CH3:15])[CH3:14])=[N:10][C:9]=2[C:16]2[CH:17]=[C:18]([NH:22][S:23]([C:26]3[C:31](F)=[CH:30]C=CC=3F)(=[O:25])=[O:24])[CH:19]=[CH:20][CH:21]=2)[CH:5]=[CH:4][N:3]=1.ClC1N=C(C2SC(C(C)C)=NC=2C2C=C(C=CC=2)N)C=CN=1.C1(S(Cl)(=O)=O)CC1. No catalyst specified. The product is [Cl:1][C:2]1[N:7]=[C:6]([C:8]2[S:12][C:11]([CH:13]([CH3:14])[CH3:15])=[N:10][C:9]=2[C:16]2[CH:17]=[C:18]([NH:22][S:23]([CH:26]3[CH2:31][CH2:30]3)(=[O:25])=[O:24])[CH:19]=[CH:20][CH:21]=2)[CH:5]=[CH:4][N:3]=1. The yield is 0.944.